Dataset: hERG potassium channel inhibition data for cardiac toxicity prediction from Karim et al.. Task: Regression/Classification. Given a drug SMILES string, predict its toxicity properties. Task type varies by dataset: regression for continuous values (e.g., LD50, hERG inhibition percentage) or binary classification for toxic/non-toxic outcomes (e.g., AMES mutagenicity, cardiotoxicity, hepatotoxicity). Dataset: herg_karim. The drug is CN1CCN(CCCCN2C(=O)CN(/N=C/c3ccc(-c4ccc(Cl)cc4)o3)C2=O)CC1.Cl. The result is 1 (blocker).